Task: Predict the reactants needed to synthesize the given product.. Dataset: Full USPTO retrosynthesis dataset with 1.9M reactions from patents (1976-2016) Given the product [C:22]([NH:1][CH2:2][C:3]1[CH:4]=[C:5]([C:9]2[CH:10]=[C:11]3[C:16](=[N:17][CH:18]=2)[N:15]([C:19]([NH2:21])=[O:20])[CH2:14][CH2:13][CH2:12]3)[CH:6]=[N:7][CH:8]=1)(=[O:24])[CH3:23], predict the reactants needed to synthesize it. The reactants are: [NH2:1][CH2:2][C:3]1[CH:4]=[C:5]([C:9]2[CH:10]=[C:11]3[C:16](=[N:17][CH:18]=2)[N:15]([C:19]([NH2:21])=[O:20])[CH2:14][CH2:13][CH2:12]3)[CH:6]=[N:7][CH:8]=1.[C:22](O)(=[O:24])[CH3:23].C(N(CC)CC)C.CN(C(ON1N=NC2C=CC=CC1=2)=[N+](C)C)C.[B-](F)(F)(F)F.